This data is from Reaction yield outcomes from USPTO patents with 853,638 reactions. The task is: Predict the reaction yield, written as a fraction of the theoretical maximum amount of product (1.0 means a 100% yield; for example, 0.34 means a 34% yield). (1) The reactants are [CH2:1]([N:3]([CH2:23][CH3:24])[C:4]([CH:6]1[C:18]2[C:17]3[C:12](=[CH:13][CH:14]=[CH:15][CH:16]=3)[N:11]([CH2:19][CH2:20][OH:21])[C:10]=2[CH2:9][CH:8]([CH3:22])[CH2:7]1)=[O:5])[CH3:2].N1C=CC=CC=1.[CH3:31][S:32](Cl)(=[O:34])=[O:33]. The catalyst is ClCCl. The product is [CH2:23]([N:3]([CH2:1][CH3:2])[C:4]([CH:6]1[C:18]2[C:17]3[C:12](=[CH:13][CH:14]=[CH:15][CH:16]=3)[N:11]([CH2:19][CH2:20][O:21][S:32]([CH3:31])(=[O:34])=[O:33])[C:10]=2[CH2:9][CH:8]([CH3:22])[CH2:7]1)=[O:5])[CH3:24]. The yield is 0.800. (2) The product is [CH:1]1([CH2:6][C@H:7]([CH2:24][N:25]([CH:34]=[O:35])[OH:26])[C:8]([N:10]2[C@H:14]([C:15]([NH:17][C:18]3[CH:23]=[CH:22][N:21]=[CH:20][N:19]=3)=[O:16])[CH2:13][CH:12]=[N:11]2)=[O:9])[CH2:2][CH2:3][CH2:4][CH2:5]1. The catalyst is [OH-].[OH-].[Pd+2].CO. The yield is 0.930. The reactants are [CH:1]1([CH2:6][C@H:7]([CH2:24][N:25]([CH:34]=[O:35])[O:26]CC2C=CC=CC=2)[C:8]([N:10]2[C@H:14]([C:15]([NH:17][C:18]3[CH:23]=[CH:22][N:21]=[CH:20][N:19]=3)=[O:16])[CH2:13][CH:12]=[N:11]2)=[O:9])[CH2:5][CH2:4][CH2:3][CH2:2]1. (3) The reactants are [CH2:1]([N:3]1[C:7](B2OC(C)(C)C(C)(C)O2)=[CH:6][CH:5]=[N:4]1)[CH3:2].C(=O)([O-])[O-].[K+].[K+].Br[C:24]1[CH:25]=[C:26]([C:30]([O:32][CH3:33])=[O:31])[O:27][C:28]=1[Cl:29]. The catalyst is COCCOC.O.C(Cl)Cl.CC(C)([P](C(C)(C)C)([Pd][P](C(C)(C)C)(C(C)(C)C)C(C)(C)C)C(C)(C)C)C. The product is [Cl:29][C:28]1[O:27][C:26]([C:30]([O:32][CH3:33])=[O:31])=[CH:25][C:24]=1[C:7]1[N:3]([CH2:1][CH3:2])[N:4]=[CH:5][CH:6]=1. The yield is 0.501. (4) The reactants are [O:1]1[CH2:5][CH2:4][CH2:3][C@H:2]1[CH2:6][N:7]1[C:15]2[C:10](=[CH:11][CH:12]=[CH:13][CH:14]=2)[C:9]2([CH2:19][O:18][C:17]3[CH:20]=[C:21]4[C:25](=[CH:26][C:16]2=3)[CH2:24][CH2:23][O:22]4)[C:8]1=[O:27]. The catalyst is C(OC)(C)(C)C. The product is [O:1]1[CH2:5][CH2:4][CH2:3][C@H:2]1[CH2:6][N:7]1[C:15]2[C:10](=[CH:11][CH:12]=[CH:13][CH:14]=2)[C@:9]2([CH2:19][O:18][C:17]3[CH:20]=[C:21]4[C:25](=[CH:26][C:16]2=3)[CH2:24][CH2:23][O:22]4)[C:8]1=[O:27]. The yield is 0.640. (5) The reactants are [Br:1][C:2]1[CH:3]=[C:4](/[CH:8]=[CH:9]/[C:10]([OH:12])=[O:11])[CH:5]=[CH:6][CH:7]=1.S(=O)(=O)(O)O.[CH2:18](O)[CH3:19]. No catalyst specified. The product is [Br:1][C:2]1[CH:3]=[C:4](/[CH:8]=[CH:9]/[C:10]([O:12][CH2:18][CH3:19])=[O:11])[CH:5]=[CH:6][CH:7]=1. The yield is 0.530.